Task: Predict the product of the given reaction.. Dataset: Forward reaction prediction with 1.9M reactions from USPTO patents (1976-2016) (1) The product is: [Cl:24][C:25]1[CH:30]=[CH:29][C:28]([C:7]2[N:6]=[CH:5][N:4]3[C:9](=[O:23])[N:10]([CH2:12][C:13]4[CH:14]=[N:15][C:16]([C:19]([F:22])([F:21])[F:20])=[CH:17][CH:18]=4)[N:11]=[C:3]3[C:2]=2[C:28]2[CH:29]=[CH:30][C:25]([Cl:24])=[CH:26][CH:27]=2)=[CH:27][CH:26]=1. Given the reactants Br[C:2]1[C:3]2[N:4]([C:9](=[O:23])[N:10]([CH2:12][C:13]3[CH:14]=[N:15][C:16]([C:19]([F:22])([F:21])[F:20])=[CH:17][CH:18]=3)[N:11]=2)[CH:5]=[N:6][C:7]=1Cl.[Cl:24][C:25]1[CH:30]=[CH:29][C:28](B(O)O)=[CH:27][CH:26]=1.C([O-])([O-])=O.[Na+].[Na+], predict the reaction product. (2) Given the reactants [C:1]([O:6][C:7]12[CH2:16][CH:11]3[CH2:12][CH:13]([CH2:15][CH:9]([C:10]3=[O:17])[CH2:8]1)[CH2:14]2)(=[O:5])[C:2]([CH3:4])=[CH2:3].O1CCCC1.[BH4-].[Na+].Cl, predict the reaction product. The product is: [C:1]([O:6][C:7]12[CH2:16][CH:11]3[CH2:12][CH:13]([CH2:15][CH:9]([CH:10]3[OH:17])[CH2:8]1)[CH2:14]2)(=[O:5])[C:2]([CH3:4])=[CH2:3].